From a dataset of Reaction yield outcomes from USPTO patents with 853,638 reactions. Predict the reaction yield, written as a fraction of the theoretical maximum amount of product (1.0 means a 100% yield; for example, 0.34 means a 34% yield). (1) The reactants are [Br:1][C:2]1[CH:7]=[CH:6][C:5]([NH:8][C:9]2[C:10]([C:24]([OH:26])=O)=[CH:11][C:12]3[N:16]([CH2:17][CH2:18][CH2:19][CH:20]=[CH2:21])[CH:15]=[N:14][C:13]=3[C:22]=2[F:23])=[C:4]([CH3:27])[CH:3]=1.CCN(C(C)C)C(C)C.C1CN([P+](ON2N=NC3C=[CH:58][CH:59]=[CH:60][C:55]2=3)(N2CCCC2)N2CCCC2)CC1.F[P-](F)(F)(F)(F)F.Cl.C1([N:74](C)[OH:75])CC1. The catalyst is C1COCC1.C(Cl)Cl.C(OCC)(=O)C. The product is [CH:59]1([CH2:58][O:75][NH:74][C:24]([C:10]2[C:9]([NH:8][C:5]3[CH:6]=[CH:7][C:2]([Br:1])=[CH:3][C:4]=3[CH3:27])=[C:22]([F:23])[C:13]3[N:14]=[CH:15][N:16]([CH2:17][CH2:18][CH2:19][CH:20]=[CH2:21])[C:12]=3[CH:11]=2)=[O:26])[CH2:60][CH2:55]1. The yield is 0.700. (2) The reactants are [Cl:1][C:2]1[CH:3]=[C:4]([N:9]2[C:13](=[O:14])[O:12][N:11]=[C:10]2[C:15]2[N:16]=[N:17][S:18][C:19]=2[CH2:20][OH:21])[CH:5]=[CH:6][C:7]=1[F:8].[CH3:22][S:23](Cl)(=[O:25])=[O:24]. The catalyst is C(Cl)Cl. The product is [CH3:22][S:23]([O:21][CH2:20][C:19]1[S:18][N:17]=[N:16][C:15]=1[C:10]1[N:9]([C:4]2[CH:5]=[CH:6][C:7]([F:8])=[C:2]([Cl:1])[CH:3]=2)[C:13](=[O:14])[O:12][N:11]=1)(=[O:25])=[O:24]. The yield is 0.650. (3) The reactants are [F:1][C:2]1[CH:3]=[C:4]([N:9]2[C:13]([CH3:15])([CH3:14])[C:12](=[O:16])[N:11]([C:17]3[CH:24]=[CH:23][C:20]([C:21]#[N:22])=[C:19]([C:25]([F:28])([F:27])[F:26])[CH:18]=3)[C:10]2=[S:29])[CH:5]=[CH:6][C:7]=1[OH:8].[OH-].[K+].C(OP(O)(OCC)=O)C.Br[CH:42]([F:44])[F:43]. The catalyst is C(#N)C.O. The product is [F:43][CH:42]([F:44])[O:8][C:7]1[CH:6]=[CH:5][C:4]([N:9]2[C:13]([CH3:14])([CH3:15])[C:12](=[O:16])[N:11]([C:17]3[CH:24]=[CH:23][C:20]([C:21]#[N:22])=[C:19]([C:25]([F:26])([F:27])[F:28])[CH:18]=3)[C:10]2=[S:29])=[CH:3][C:2]=1[F:1]. The yield is 0.268. (4) The reactants are [C:1]([C:3]1[N:4]=[C:5]([N:8]2[CH2:11][CH:10](OS(C)(=O)=O)[CH2:9]2)[S:6][CH:7]=1)#[N:2].[C:17]([O-:20])(=[S:19])[CH3:18].[K+]. The catalyst is CN(C)C=O. The product is [C:17]([S:19][CH:10]1[CH2:9][N:8]([C:5]2[S:6][CH:7]=[C:3]([C:1]#[N:2])[N:4]=2)[CH2:11]1)(=[O:20])[CH3:18]. The yield is 0.750.